This data is from Full USPTO retrosynthesis dataset with 1.9M reactions from patents (1976-2016). The task is: Predict the reactants needed to synthesize the given product. (1) Given the product [Cl:18][C:16]1[C:17]2[NH:9][C:10]3[C:22]([C:28]([F:31])([F:29])[F:30])([OH:23])[CH2:21][CH2:20][C:11]=3[C:12]=2[CH:13]=[C:14]([Cl:19])[CH:15]=1, predict the reactants needed to synthesize it. The reactants are: C(OC[N:9]1[C:17]2[C:16]([Cl:18])=[CH:15][C:14]([Cl:19])=[CH:13][C:12]=2[C:11]2[CH2:20][CH2:21][C:22]([C:28]([F:31])([F:30])[F:29])([O:23][Si](C)(C)C)[C:10]1=2)(=O)C(C)(C)C.[OH-].[K+]. (2) Given the product [N:48]1([C:28]2[CH:37]=[CH:36][C:35]3[NH:34][CH:33]=[C:32]4[C:38](=[O:47])[N:39]([C:41]5[CH:46]=[CH:45][CH:44]=[CH:43][N:42]=5)[N:40]=[C:31]4[C:30]=3[N:29]=2)[CH2:53][CH2:52][O:51][CH2:50][CH2:49]1, predict the reactants needed to synthesize it. The reactants are: C1(N2C(=O)C3=CNC4C=CC(N5CCNCC5)=NC=4C3=N2)C=CC=CC=1.F[C:28]1[CH:37]=[CH:36][C:35]2[NH:34][CH:33]=[C:32]3[C:38](=[O:47])[N:39]([C:41]4[CH:46]=[CH:45][CH:44]=[CH:43][N:42]=4)[N:40]=[C:31]3[C:30]=2[N:29]=1.[NH:48]1[CH2:53][CH2:52][O:51][CH2:50][CH2:49]1.N1CCNCC1.